From a dataset of Catalyst prediction with 721,799 reactions and 888 catalyst types from USPTO. Predict which catalyst facilitates the given reaction. (1) Reactant: Cl.[CH2:2]([NH:9][C:10](=[NH:12])[CH3:11])[C:3]1[CH:8]=[CH:7][CH:6]=[CH:5][CH:4]=1.[C:13](=[O:16])([O-])[O-].[K+].[K+].C(Cl)Cl.Br/[C:23](=C/OC1CCCCC1)/[CH:24]=O. Product: [CH2:2]([N:9]1[CH:24]=[CH:23][NH:12][C:10]1([CH3:11])[CH:13]=[O:16])[C:3]1[CH:8]=[CH:7][CH:6]=[CH:5][CH:4]=1. The catalyst class is: 6. (2) The catalyst class is: 126. Reactant: [F:1][C:2]1[CH:7]=[CH:6][C:5]([S:8]([C:11]2[CH:16]=[CH:15][C:14]([NH2:17])=[CH:13][CH:12]=2)(=[O:10])=[O:9])=[CH:4][CH:3]=1.[N:18]([O-])=O.[Na+]. Product: [F:1][C:2]1[CH:7]=[CH:6][C:5]([S:8]([C:11]2[CH:16]=[CH:15][C:14]([NH:17][NH2:18])=[CH:13][CH:12]=2)(=[O:10])=[O:9])=[CH:4][CH:3]=1. (3) Reactant: C1(O)C=CC=CC=1.[OH-].[K+].[CH2:10]1[O:18][CH:11]1[C:12]1[CH:17]=[CH:16][CH:15]=[CH:14][CH:13]=1.[OH-].[Na+]. Product: [C:12]1([CH2:11][CH2:10][OH:18])[CH:17]=[CH:16][CH:15]=[CH:14][CH:13]=1. The catalyst class is: 6. (4) Reactant: [CH2:1]([O:8][CH2:9][CH2:10][O:11][C:12]1[CH:33]=[CH:32][C:31]([O:34][CH3:35])=[CH:30][C:13]=1[CH2:14][NH:15][C:16]1[CH:21]=[C:20]([F:22])[CH:19]=[CH:18][C:17]=1[O:23][C:24]1[CH:29]=[CH:28][CH:27]=[CH:26][CH:25]=1)[C:2]1[CH:7]=[CH:6][CH:5]=[CH:4][CH:3]=1.[C:36](OC(=O)C)(=[O:38])[CH3:37]. Product: [CH2:1]([O:8][CH2:9][CH2:10][O:11][C:12]1[CH:33]=[CH:32][C:31]([O:34][CH3:35])=[CH:30][C:13]=1[CH2:14][N:15]([C:16]1[CH:21]=[C:20]([F:22])[CH:19]=[CH:18][C:17]=1[O:23][C:24]1[CH:29]=[CH:28][CH:27]=[CH:26][CH:25]=1)[C:36](=[O:38])[CH3:37])[C:2]1[CH:3]=[CH:4][CH:5]=[CH:6][CH:7]=1. The catalyst class is: 17.